Dataset: Full USPTO retrosynthesis dataset with 1.9M reactions from patents (1976-2016). Task: Predict the reactants needed to synthesize the given product. (1) Given the product [ClH:1].[CH3:29][NH:30][S:31]([CH2:34][CH2:35][C:36]1[CH:37]=[CH:38][C:39]([NH:42][C:2]2[N:7]=[C:6]([N:8]([C:9]3[CH:27]=[CH:26][C:12]4[N:13]([CH3:25])[C:14]([NH:16][CH2:17][C:18]5[CH:19]=[CH:20][C:21]([F:24])=[CH:22][CH:23]=5)=[N:15][C:11]=4[CH:10]=3)[CH3:28])[CH:5]=[CH:4][N:3]=2)=[CH:40][CH:41]=1)(=[O:32])=[O:33], predict the reactants needed to synthesize it. The reactants are: [Cl:1][C:2]1[N:7]=[C:6]([N:8]([CH3:28])[C:9]2[CH:27]=[CH:26][C:12]3[N:13]([CH3:25])[C:14]([NH:16][CH2:17][C:18]4[CH:23]=[CH:22][C:21]([F:24])=[CH:20][CH:19]=4)=[N:15][C:11]=3[CH:10]=2)[CH:5]=[CH:4][N:3]=1.[CH3:29][NH:30][S:31]([CH2:34][CH2:35][C:36]1[CH:41]=[CH:40][C:39]([NH2:42])=[CH:38][CH:37]=1)(=[O:33])=[O:32]. (2) The reactants are: [Cl:1][C:2]1[CH:7]=[CH:6][C:5]([C:8]([C:33]2[CH:38]=[CH:37][C:36]([O:39][CH3:40])=[CH:35][CH:34]=2)([C:10]2[CH:11]=[C:12]3[C:17](=[CH:18][CH:19]=2)[N:16]=[CH:15][N:14]=[C:13]3[NH:20][CH:21]2[CH2:26][CH2:25][N:24]([C:27]3[CH:32]=[CH:31][CH:30]=[CH:29][CH:28]=3)[CH2:23][CH2:22]2)O)=[CH:4][CH:3]=1.C([SiH](CC)CC)C.FC(F)(F)C(O)=O. Given the product [Cl:1][C:2]1[CH:7]=[CH:6][C:5]([CH:8]([C:33]2[CH:34]=[CH:35][C:36]([O:39][CH3:40])=[CH:37][CH:38]=2)[C:10]2[CH:11]=[C:12]3[C:17](=[CH:18][CH:19]=2)[N:16]=[CH:15][N:14]=[C:13]3[NH:20][CH:21]2[CH2:26][CH2:25][N:24]([C:27]3[CH:32]=[CH:31][CH:30]=[CH:29][CH:28]=3)[CH2:23][CH2:22]2)=[CH:4][CH:3]=1, predict the reactants needed to synthesize it. (3) The reactants are: [NH2:1][C@@H:2]([CH2:10][CH2:11][CH2:12][NH:13][C:14]([NH:16][S:17]([C:20]1[C:21]([CH3:34])=[C:22]2[C:27](=[C:28]([CH3:31])[C:29]=1[CH3:30])[O:26][C:25]([CH3:33])([CH3:32])[CH2:24][CH2:23]2)(=[O:19])=[O:18])=[NH:15])[C:3]([O:5][C:6]([CH3:9])([CH3:8])[CH3:7])=[O:4].CN(C(ON1N=N[C:45]2[CH:46]=[CH:47][CH:48]=[CH:49][C:44]1=2)=[N+](C)C)C.F[P-](F)(F)(F)(F)F.[CH3:59][N:60]([CH:62]=[O:63])[CH3:61]. Given the product [C:21]1([CH:59]([C:44]2[CH:45]=[CH:46][CH:47]=[CH:48][CH:49]=2)[N:60]2[CH:61]=[CH:11][CH:10]=[C:2]([C:3]([NH:1][C@@H:2]([CH2:10][CH2:11][CH2:12][NH:13][C:14]([NH:16][S:17]([C:20]3[C:21]([CH3:34])=[C:22]4[C:27](=[C:28]([CH3:31])[C:29]=3[CH3:30])[O:26][C:25]([CH3:33])([CH3:32])[CH2:24][CH2:23]4)(=[O:18])=[O:19])=[NH:15])[C:3]([O:5][C:6]([CH3:7])([CH3:8])[CH3:9])=[O:4])=[O:4])[C:62]2=[O:63])[CH:22]=[CH:27][CH:28]=[CH:29][CH:20]=1, predict the reactants needed to synthesize it. (4) Given the product [CH:18]1([NH:17][CH2:16][CH2:15][C:11]2[CH:10]=[C:9]([OH:8])[CH:14]=[CH:13][CH:12]=2)[CH2:19][CH2:20][CH2:21][CH2:22][CH2:23]1, predict the reactants needed to synthesize it. The reactants are: C([O:8][C:9]1[CH:10]=[C:11]([CH2:15][CH2:16][NH:17][CH:18]2[CH2:23][CH2:22][CH2:21][CH2:20][CH2:19]2)[CH:12]=[CH:13][CH:14]=1)C1C=CC=CC=1.[H][H]. (5) The reactants are: [CH3:1][O:2][C:3](=[O:28])[C:4]([NH:6][CH2:7][C:8]([C:10]1[C:18]2[C:13](=[C:14]([O:19][CH3:20])[CH:15]=[CH:16][CH:17]=2)[N:12]([CH2:21][CH:22]2[CH2:27][CH2:26][CH2:25][CH2:24][CH2:23]2)[CH:11]=1)=O)=O.P12(SP3(SP(SP(S3)(S1)=S)(=S)S2)=S)=[S:30]. Given the product [CH3:1][O:2][C:3]([C:4]1[S:30][C:8]([C:10]2[C:18]3[C:13](=[C:14]([O:19][CH3:20])[CH:15]=[CH:16][CH:17]=3)[N:12]([CH2:21][CH:22]3[CH2:27][CH2:26][CH2:25][CH2:24][CH2:23]3)[CH:11]=2)=[CH:7][N:6]=1)=[O:28], predict the reactants needed to synthesize it. (6) Given the product [Br:12][C:13]1[CH:20]=[CH:19][C:16]([C:17]2[NH:5][C:8]([CH3:9])=[C:7]([CH3:6])[N:22]=2)=[CH:15][CH:14]=1, predict the reactants needed to synthesize it. The reactants are: C([O-])(=O)C.[NH4+:5].[CH3:6][C:7](=O)[C:8](=O)[CH3:9].[Br:12][C:13]1[CH:20]=[CH:19][C:16]([CH:17]=O)=[CH:15][CH:14]=1.[OH-].[NH4+:22]. (7) Given the product [Cl:23][C:17]1[CH:18]=[CH:19][CH:20]=[C:21]([Cl:22])[C:16]=1[CH2:15][O:14][C:11]1[CH:12]=[CH:13][C:8]([CH2:7][C@@H:5]([C:4]([OH:3])=[O:24])[NH:6][C:27]2[N:26]([CH3:25])[C:34]3[C:29]([CH:28]=2)=[CH:30][CH:31]=[CH:32][CH:33]=3)=[CH:9][CH:10]=1, predict the reactants needed to synthesize it. The reactants are: Cl.C[O:3][C:4](=[O:24])[C@H:5]([CH2:7][C:8]1[CH:13]=[CH:12][C:11]([O:14][CH2:15][C:16]2[C:21]([Cl:22])=[CH:20][CH:19]=[CH:18][C:17]=2[Cl:23])=[CH:10][CH:9]=1)[NH2:6].[CH3:25][N:26]1[C:34]2[C:29](=[CH:30][CH:31]=[CH:32][CH:33]=2)[CH:28]=[C:27]1C(O)=O.